From a dataset of Full USPTO retrosynthesis dataset with 1.9M reactions from patents (1976-2016). Predict the reactants needed to synthesize the given product. (1) Given the product [I:1][C:2]1[CH:3]=[C:4]([CH:5]=[CH:6][CH:7]=1)[O:8][CH2:10][CH2:11][N:12]1[C:13](=[O:24])[C:14]2[C:19](=[CH:18][CH:17]=[CH:16][CH:15]=2)[C:20]1=[O:21], predict the reactants needed to synthesize it. The reactants are: [I:1][C:2]1[CH:3]=[C:4]([OH:8])[CH:5]=[CH:6][CH:7]=1.O[CH2:10][CH2:11][N:12]1[C:20](=[O:21])[C:19]2[CH:18]=[CH:17][C:16](=O)[C:15](=O)[C:14]=2[C:13]1=[O:24]. (2) Given the product [NH4+:3].[OH-:15].[F:18][C:19]1[CH:20]=[C:21]([CH:29]=[CH:30][CH:31]=1)[O:22][CH:23]1[CH2:24][CH2:25][N:26]([C:14]([C:12]2[CH:11]=[CH:10][CH:9]=[C:8]([CH:5]3[CH2:6][CH2:7][N:3]([CH3:2])[CH2:4]3)[N:13]=2)=[O:16])[CH2:27][CH2:28]1, predict the reactants needed to synthesize it. The reactants are: O.[CH3:2][N:3]1[CH2:7][CH2:6][CH:5]([C:8]2[N:13]=[C:12]([C:14]([OH:16])=[O:15])[CH:11]=[CH:10][CH:9]=2)[CH2:4]1.Cl.[F:18][C:19]1[CH:20]=[C:21]([CH:29]=[CH:30][CH:31]=1)[O:22][CH:23]1[CH2:28][CH2:27][NH:26][CH2:25][CH2:24]1.C(N(C(C)C)CC)(C)C.CN(C(ON1N=NC2C=CC=NC1=2)=[N+](C)C)C.F[P-](F)(F)(F)(F)F. (3) Given the product [CH2:10]([O:9][N:5]1[CH:6]=[CH:7][CH:8]=[C:3]([NH:2][S:31]([C:28]2[CH:27]=[CH:26][C:25]([C:22]3[CH:23]=[CH:24][C:19]([Cl:18])=[CH:20][CH:21]=3)=[CH:30][CH:29]=2)(=[O:32])=[O:33])[C:4]1=[O:17])[C:11]1[CH:16]=[CH:15][CH:14]=[CH:13][CH:12]=1, predict the reactants needed to synthesize it. The reactants are: Br.[NH2:2][C:3]1[C:4](=[O:17])[N:5]([O:9][CH2:10][C:11]2[CH:16]=[CH:15][CH:14]=[CH:13][CH:12]=2)[CH:6]=[CH:7][CH:8]=1.[Cl:18][C:19]1[CH:24]=[CH:23][C:22]([C:25]2[CH:30]=[CH:29][C:28]([S:31](Cl)(=[O:33])=[O:32])=[CH:27][CH:26]=2)=[CH:21][CH:20]=1. (4) Given the product [F:30][C:27]1[CH:26]=[CH:25][C:24]([N:21]2[CH2:20][CH2:19][N:18]([CH2:17][CH2:16][CH2:15][N:9]3[C:5]4[C:6](=[O:8])[CH2:7][N:2]([CH3:1])[S:3](=[O:13])(=[O:12])[C:4]=4[CH:11]=[CH:10]3)[CH2:23][CH2:22]2)=[CH:29][CH:28]=1, predict the reactants needed to synthesize it. The reactants are: [CH3:1][N:2]1[CH2:7][C:6](=[O:8])[C:5]2[NH:9][CH:10]=[CH:11][C:4]=2[S:3]1(=[O:13])=[O:12].Cl[CH2:15][CH2:16][CH2:17][N:18]1[CH2:23][CH2:22][N:21]([C:24]2[CH:29]=[CH:28][C:27]([F:30])=[CH:26][CH:25]=2)[CH2:20][CH2:19]1.C(=O)([O-])[O-].[K+].[K+].